Dataset: CYP2C9 inhibition data for predicting drug metabolism from PubChem BioAssay. Task: Regression/Classification. Given a drug SMILES string, predict its absorption, distribution, metabolism, or excretion properties. Task type varies by dataset: regression for continuous measurements (e.g., permeability, clearance, half-life) or binary classification for categorical outcomes (e.g., BBB penetration, CYP inhibition). Dataset: cyp2c9_veith. (1) The compound is CC(C)COc1ccc(C(=O)Nc2scc(-c3ccc(Cl)cc3Cl)c2C(N)=O)cc1. The result is 1 (inhibitor). (2) The molecule is N[C@H](CCC(=O)N[C@H](CSN=O)C(=O)NCC(=O)O)C(=O)O. The result is 1 (inhibitor). (3) The compound is CO[C@@H]1COC(=O)C/C=C\[C@@H](C)[C@H](OC)COC(=O)[C@@H](C)COC(=O)C/C=C\[C@H]1C. The result is 0 (non-inhibitor).